Dataset: Full USPTO retrosynthesis dataset with 1.9M reactions from patents (1976-2016). Task: Predict the reactants needed to synthesize the given product. (1) Given the product [CH2:15]([O:12][C:5]12[CH2:4][CH:3]3[CH2:11][CH:7]([CH2:8][CH:9]([C:2]3=[O:1])[CH2:10]1)[CH2:6]2)[C:16]1[CH:21]=[CH:20][CH:19]=[CH:18][CH:17]=1, predict the reactants needed to synthesize it. The reactants are: [O:1]=[C:2]1[CH:9]2[CH2:10][C:5]3([OH:12])[CH2:6][CH:7]([CH2:11][CH:3]1[CH2:4]3)[CH2:8]2.[H-].[Na+].[CH2:15](Br)[C:16]1[CH:21]=[CH:20][CH:19]=[CH:18][CH:17]=1. (2) Given the product [CH3:81][O:82][C:83](=[O:100])[C@@H:84]([NH:92][C:93]([O:95][C:96]([CH3:99])([CH3:98])[CH3:97])=[O:94])[C:85]1[CH:90]=[CH:89][C:88]([C:28]2[CH:29]=[CH:30][C:25]([C:22]([C:19]3[CH:20]=[CH:21][C:16]([CH2:15][CH2:14][CH:9]([O:8][Si:5]([C:1]([CH3:4])([CH3:3])[CH3:2])([CH3:6])[CH3:7])[C:10]([CH3:13])([CH3:12])[CH3:11])=[C:17]([CH3:43])[CH:18]=3)([CH2:23][CH3:24])[CH2:41][CH3:42])=[CH:26][C:27]=2[CH3:40])=[CH:87][CH:86]=1, predict the reactants needed to synthesize it. The reactants are: [C:1]([Si:5]([O:8][CH:9]([CH2:14][CH2:15][C:16]1[CH:21]=[CH:20][C:19]([C:22]([CH2:41][CH3:42])([C:25]2[CH:30]=[CH:29][C:28](B3OC(C)(C)C(C)(C)O3)=[C:27]([CH3:40])[CH:26]=2)[CH2:23][CH3:24])=[CH:18][C:17]=1[CH3:43])[C:10]([CH3:13])([CH3:12])[CH3:11])([CH3:7])[CH3:6])([CH3:4])([CH3:3])[CH3:2].C1(P(C2CCCCC2)C2C=CC=CC=2C2C(OC)=CC=CC=2OC)CCCCC1.P([O-])([O-])([O-])=O.[K+].[K+].[K+].[CH3:81][O:82][C:83](=[O:100])[C@@H:84]([NH:92][C:93]([O:95][C:96]([CH3:99])([CH3:98])[CH3:97])=[O:94])[C:85]1[CH:90]=[CH:89][C:88](Cl)=[CH:87][CH:86]=1. (3) Given the product [ClH:54].[OH:45][C@H:44]([CH2:43][OH:42])[CH2:46][N:37]1[CH2:36][CH2:35][C:34]2[C:39](=[CH:40][CH:41]=[C:32]([C:29]3[N:28]=[C:27]([C:24]4[CH:25]=[CH:26][C:19]([O:18][CH:16]([CH3:15])[CH3:17])=[C:20]([CH:23]=4)[C:21]#[N:22])[O:31][N:30]=3)[C:33]=2[CH3:1])[CH2:38]1, predict the reactants needed to synthesize it. The reactants are: [C:1](O[BH-](OC(=O)C)OC(=O)C)(=O)C.[Na+].[CH3:15][CH:16]([O:18][C:19]1[CH:26]=[CH:25][C:24]([C:27]2[O:31][N:30]=[C:29]([C:32]3[CH:33]=[C:34]4[C:39](=[CH:40][CH:41]=3)[CH2:38][NH:37][CH2:36][CH2:35]4)[N:28]=2)=[CH:23][C:20]=1[C:21]#[N:22])[CH3:17].[O:42]=[CH:43][C@@H:44]([CH2:46]O)[OH:45].C(=O)([O-])O.[Na+].C(Cl)[Cl:54].